From a dataset of Full USPTO retrosynthesis dataset with 1.9M reactions from patents (1976-2016). Predict the reactants needed to synthesize the given product. Given the product [C:70]([O:52][CH:46]([C:34]1[C:33]([CH3:53])=[CH:32][C:31]2[C:36](=[CH:37][C:28]([C:16]#[C:17][C:12]([OH:65])([CH3:9])[CH3:13])=[CH:29][CH:30]=2)[C:35]=1[C:58]1[CH:59]=[CH:60][C:55]([Cl:54])=[CH:56][CH:57]=1)[C:47]([OH:49])=[O:48])([CH3:76])([CH3:75])[CH3:71], predict the reactants needed to synthesize it. The reactants are: BrC1C=C2[C:16]([CH:17]=[C:12]([CH3:9])[C:13](C(=O)C(OCC)=O)=[C:9]2[C:12]2[CH:17]=[CH:16]C(Cl)=C[CH:13]=2)=CC=1.Br[C:28]1[CH:37]=[C:36]2[C:31]([CH:32]=[C:33]([CH3:53])[C:34]([C:46](=[O:52])[C:47]([O:49]CC)=[O:48])=[C:35]2OS(C(F)(F)F)(=O)=O)=[CH:30][CH:29]=1.[Cl:54][C:55]1[CH:60]=[CH:59][C:58](B(O)O)=[CH:57][CH:56]=1.C([O-])([O-])=[O:65].[K+].[K+].[C:70]1([CH3:76])[CH:75]=CC=C[CH:71]=1.